Dataset: Forward reaction prediction with 1.9M reactions from USPTO patents (1976-2016). Task: Predict the product of the given reaction. Given the reactants [CH3:1][O:2][C:3]([C:5]1[C:10]([NH2:11])=[CH:9][C:8]([C:12]#[C:13][CH2:14][O:15][Si](C(C)(C)C)(C)C)=[CH:7][N:6]=1)=[O:4].C(O)(C(F)(F)F)=O.C1(C)C=CC=CC=1, predict the reaction product. The product is: [CH3:1][O:2][C:3]([C:5]1[C:10]([NH2:11])=[CH:9][C:8]([C:12]#[C:13][CH2:14][OH:15])=[CH:7][N:6]=1)=[O:4].